From a dataset of Forward reaction prediction with 1.9M reactions from USPTO patents (1976-2016). Predict the product of the given reaction. (1) Given the reactants [Br:1][C:2]1[CH:21]=[CH:20][C:5]([CH2:6][C:7]2[NH:8][CH:9]=[C:10]([C:12]3[CH:17]=[CH:16][C:15]([Cl:18])=[CH:14][C:13]=3[Cl:19])[N:11]=2)=[CH:4][CH:3]=1.Br[CH2:23][C:24]1[CH:33]=[CH:32][C:27]([C:28]([O:30][CH3:31])=[O:29])=[CH:26][CH:25]=1, predict the reaction product. The product is: [CH3:31][O:30][C:28](=[O:29])[C:27]1[CH:32]=[CH:33][C:24]([CH2:23][N:8]2[CH:9]=[C:10]([C:12]3[CH:17]=[CH:16][C:15]([Cl:18])=[CH:14][C:13]=3[Cl:19])[N:11]=[C:7]2[CH2:6][C:5]2[CH:20]=[CH:21][C:2]([Br:1])=[CH:3][CH:4]=2)=[CH:25][CH:26]=1. (2) Given the reactants [C:1]([C:5]1[CH:6]=[C:7]2[C:12](=[CH:13][CH:14]=1)[C:11](=[O:15])[NH:10][C:9](=[O:16])/[C:8]/2=[CH:17]/OC)([CH3:4])([CH3:3])[CH3:2].[NH2:20][CH2:21][C:22]1[CH:27]=[C:26]([OH:28])[C:25]([C:29]2[CH:34]=[CH:33][CH:32]=[CH:31][CH:30]=2)=[CH:24][N:23]=1, predict the reaction product. The product is: [C:1]([C:5]1[CH:6]=[C:7]2[C:12](=[CH:13][CH:14]=1)[C:11](=[O:15])[NH:10][C:9](=[O:16])[C:8]2=[CH:17][NH:20][CH2:21][C:22]1[CH:27]=[C:26]([OH:28])[C:25]([C:29]2[CH:30]=[CH:31][CH:32]=[CH:33][CH:34]=2)=[CH:24][N:23]=1)([CH3:4])([CH3:3])[CH3:2]. (3) Given the reactants [O:1]=[C:2]([N:9]1[CH2:14][CH2:13][O:12][CH2:11][CH2:10]1)[CH2:3][CH2:4][CH2:5][C:6]([OH:8])=O.[CH3:15][O:16][C:17]1[CH:32]=[CH:31][C:20]([C:21]([NH:23][C:24]2[C:25]([NH2:30])=[CH:26][CH:27]=[CH:28][CH:29]=2)=[O:22])=[CH:19][CH:18]=1, predict the reaction product. The product is: [CH3:15][O:16][C:17]1[CH:18]=[CH:19][C:20]([C:21]([NH:23][C:24]2[C:25]([NH:30][C:6](=[O:8])[CH2:5][CH2:4][CH2:3][C:2](=[O:1])[N:9]3[CH2:14][CH2:13][O:12][CH2:11][CH2:10]3)=[CH:26][CH:27]=[CH:28][CH:29]=2)=[O:22])=[CH:31][CH:32]=1. (4) Given the reactants [Br:1][C:2]1[CH:3]=[C:4]([C:8]2([CH3:26])[N:13]=[C:12]([NH:14]CC3C=CC(OC)=CC=3)[N:11]([CH3:24])[C:10](=[O:25])[CH2:9]2)[CH:5]=[CH:6][CH:7]=1.O.[N+]([O-])([O-])=O.[Ce].[NH4+].C(=O)(O)[O-].[Na+], predict the reaction product. The product is: [NH2:14][C:12]1[N:11]([CH3:24])[C:10](=[O:25])[CH2:9][C:8]([C:4]2[CH:5]=[CH:6][CH:7]=[C:2]([Br:1])[CH:3]=2)([CH3:26])[N:13]=1. (5) Given the reactants [F:1][C:2]([F:18])([C:14]([F:17])([F:16])[F:15])[CH2:3][O:4][C:5]1[N:10]=[C:9]([C:11]([OH:13])=O)[CH:8]=[CH:7][CH:6]=1.[CH2:19]([C:21](NC(C1C=CC=C(OCC(F)(F)C(F)(F)F)N=1)=O)([C:24](=O)NC)CC)C.[NH2:46][C@@H:47]([CH2:52][C:53]([CH3:56])([CH3:55])[CH3:54])[C:48]([NH:50][CH3:51])=[O:49], predict the reaction product. The product is: [CH3:54][C:53]([CH3:56])([CH3:55])[CH2:52][C@H:47]([NH:46][C:11]([C:9]1[CH:8]=[CH:7][C:6]([CH:24]2[CH2:21][CH2:19]2)=[C:5]([O:4][CH2:3][C:2]([F:1])([F:18])[C:14]([F:17])([F:16])[F:15])[N:10]=1)=[O:13])[C:48](=[O:49])[NH:50][CH3:51].